From a dataset of Peptide-MHC class II binding affinity with 134,281 pairs from IEDB. Regression. Given a peptide amino acid sequence and an MHC pseudo amino acid sequence, predict their binding affinity value. This is MHC class II binding data. (1) The peptide sequence is YAHAAHAAHAAHAAHAA. The MHC is H-2-IEk with pseudo-sequence H-2-IEk. The binding affinity (normalized) is 0.417. (2) The peptide sequence is GADATAAAAFEQFLA. The MHC is DRB1_0101 with pseudo-sequence DRB1_0101. The binding affinity (normalized) is 0.373. (3) The peptide sequence is AAWGGSGSEAYQGVQ. The MHC is HLA-DPA10103-DPB10401 with pseudo-sequence HLA-DPA10103-DPB10401. The binding affinity (normalized) is 0.342. (4) The peptide sequence is SLLWNGPMAVSMTGVK. The MHC is DRB1_1101 with pseudo-sequence DRB1_1101. The binding affinity (normalized) is 0.441. (5) The peptide sequence is QINSDQKFVDVILSD. The binding affinity (normalized) is 0.238. The MHC is DRB1_0101 with pseudo-sequence DRB1_0101.